Dataset: Reaction yield outcomes from USPTO patents with 853,638 reactions. Task: Predict the reaction yield, written as a fraction of the theoretical maximum amount of product (1.0 means a 100% yield; for example, 0.34 means a 34% yield). (1) The reactants are [CH3:1][C:2]1[N:7]=[C:6]2[S:8][C:9]3[CH2:14][CH2:13][CH2:12][CH2:11][C:10]=3[C:5]2=[C:4]([C:15]2[CH:20]=[CH:19][C:18]([CH3:21])=[CH:17][CH:16]=2)[C:3]=1[CH:22]([CH:27]([CH3:30])[CH2:28][CH3:29])[C:23]([O:25]C)=[O:24].[OH-].[Na+]. The catalyst is CO. The product is [CH3:1][C:2]1[N:7]=[C:6]2[S:8][C:9]3[CH2:14][CH2:13][CH2:12][CH2:11][C:10]=3[C:5]2=[C:4]([C:15]2[CH:16]=[CH:17][C:18]([CH3:21])=[CH:19][CH:20]=2)[C:3]=1[CH:22]([CH:27]([CH3:30])[CH2:28][CH3:29])[C:23]([OH:25])=[O:24]. The yield is 0.360. (2) The reactants are F[B-](F)(F)F.[C:6]([O:10][C:11]([N:13]1[CH2:18][CH2:17][NH:16][C:15](=[O:19])[CH:14]1[C:20]1[O:24][N:23]=[C:22]([C:25]2[CH:30]=[CH:29][CH:28]=[C:27]([Cl:31])[CH:26]=2)[N:21]=1)=[O:12])([CH3:9])([CH3:8])[CH3:7].Cl[CH2:33]Cl. No catalyst specified. The product is [C:6]([O:10][C:11]([N:13]1[CH:14]([C:20]2[O:24][N:23]=[C:22]([C:25]3[CH:30]=[CH:29][CH:28]=[C:27]([Cl:31])[CH:26]=3)[N:21]=2)[C:15]([O:19][CH3:33])=[N:16][CH2:17][CH2:18]1)=[O:12])([CH3:9])([CH3:7])[CH3:8]. The yield is 0.610.